This data is from Full USPTO retrosynthesis dataset with 1.9M reactions from patents (1976-2016). The task is: Predict the reactants needed to synthesize the given product. Given the product [CH:24]1([CH2:23][C@H:20]2[NH:19][C:18](=[O:28])[N:17]([C@H:13]([C:11]3[NH:10][C:37]([C:31]4[CH:32]=[CH:33][C:34]([I:36])=[CH:35][C:30]=4[F:29])=[C:38]([CH3:39])[N:12]=3)[C@H:14]([C:15]3[CH:55]=[CH:54][CH:53]=[CH:49][CH:50]=3)[CH3:16])[C:21]2=[O:22])[CH2:25][CH2:68]1, predict the reactants needed to synthesize it. The reactants are: IC1C=CC(C2[NH:12][C:11]([C@@H:13]([N:17]3[C:21](=[O:22])[C@@H:20]([CH2:23][CH2:24][C:25](O)=O)[NH:19][C:18]3=[O:28])[CH:14]([CH3:16])[CH3:15])=[N:10]C=2)=CC=1.[F:29][C:30]1[CH:35]=[C:34]([I:36])[CH:33]=[CH:32][C:31]=1[C:37](=O)[CH2:38][CH3:39].C(OC(N[C@H:49]([C:53]1C=CC(OCC(=O)N(C)C)=[CH:55][CH:54]=1)[C:50](O)=O)=O)(C)(C)C.ClN1C(=O)CC[C:68]1=O.C(OC(N[C@H](CC1CC1)C(O)=O)=O)(C)(C)C.